This data is from Catalyst prediction with 721,799 reactions and 888 catalyst types from USPTO. The task is: Predict which catalyst facilitates the given reaction. (1) Reactant: [CH3:1][O:2][C:3]1[CH:4]=[C:5]2[C:10](=[CH:11][C:12]=1[O:13][CH3:14])[N:9]=[CH:8][CH:7]=[C:6]2[O:15][C:16]1[CH:22]=[CH:21][C:19]([NH2:20])=[CH:18][CH:17]=1.Cl[C:24](Cl)([O:26][C:27](=[O:33])OC(Cl)(Cl)Cl)Cl.[CH:35]1(CO)[CH2:41][CH2:40][CH2:39][CH2:38][CH2:37][CH2:36]1.C(=O)(O)[O-].[Na+]. Product: [CH3:1][O:2][C:3]1[CH:4]=[C:5]2[C:10](=[CH:11][C:12]=1[O:13][CH3:14])[N:9]=[CH:8][CH:7]=[C:6]2[O:15][C:16]1[CH:22]=[CH:21][C:19]([NH:20][C:27](=[O:33])[O:26][CH2:24][CH:35]2[CH2:41][CH2:40][CH2:39][CH2:38][CH2:37][CH2:36]2)=[CH:18][CH:17]=1. The catalyst class is: 208. (2) Reactant: [N:1]1[N:2]([C:10]2[CH:15]=[C:14]([CH3:16])[CH:13]=[C:12]([CH2:17]Cl)[C:11]=2[OH:19])[N:3]=[C:4]2[CH:9]=[CH:8][CH:7]=[CH:6][C:5]=12.[CH2:20]([OH:25])[CH2:21][CH:22]([CH3:24])[CH3:23].C(=O)([O-])[O-].[Na+].[Na+]. Product: [N:1]1[N:2]([C:10]2[CH:15]=[C:14]([CH3:16])[CH:13]=[C:12]([CH2:17][O:25][CH2:20][CH2:21][CH:22]([CH3:24])[CH3:23])[C:11]=2[OH:19])[N:3]=[C:4]2[CH:9]=[CH:8][CH:7]=[CH:6][C:5]=12. The catalyst class is: 21. (3) Reactant: [OH:1][C@@H:2]([CH:7]([CH3:9])[CH3:8])[C:3]([O:5][CH3:6])=[O:4].Cl[C:11]1[N:16]=[C:15]([O:17][CH3:18])[CH:14]=[C:13]([O:19][CH3:20])[N:12]=1.[Na].C(=O)([O-])[O-].[K+].[K+]. Product: [CH3:20][O:19][C:13]1[CH:14]=[C:15]([O:17][CH3:18])[N:16]=[C:11]([O:1][C@@H:2]([CH:7]([CH3:9])[CH3:8])[C:3]([O:5][CH3:6])=[O:4])[N:12]=1. The catalyst class is: 9. (4) Reactant: [CH3:1][C:2]1[CH:3]=[C:4]2[C:9](=[CH:10][CH:11]=1)[NH:8][CH2:7][CH2:6][CH2:5]2.[CH:12]([CH:15]1[CH2:17][N:16]1[S:18]([C:21]1[C:26]([Cl:27])=[CH:25][C:24]([Cl:28])=[CH:23][C:22]=1[Cl:29])(=[O:20])=[O:19])([CH3:14])[CH3:13]. Product: [Cl:29][C:22]1[CH:23]=[C:24]([Cl:28])[CH:25]=[C:26]([Cl:27])[C:21]=1[S:18]([NH:16][CH:15]([CH2:17][N:8]1[C:9]2[C:4](=[CH:3][C:2]([CH3:1])=[CH:11][CH:10]=2)[CH2:5][CH2:6][CH2:7]1)[CH:12]([CH3:14])[CH3:13])(=[O:19])=[O:20]. The catalyst class is: 1.